This data is from Full USPTO retrosynthesis dataset with 1.9M reactions from patents (1976-2016). The task is: Predict the reactants needed to synthesize the given product. (1) Given the product [CH:28]1([C:33](=[O:34])[CH:9]([C:4]2[CH:5]=[CH:6][C:7]([Cl:8])=[C:2]([Cl:1])[CH:3]=2)[C:10]([NH:12][C:13]2[S:14][CH:15]=[CH:16][N:17]=2)=[O:11])[CH2:32][CH2:31][CH2:30][CH2:29]1, predict the reactants needed to synthesize it. The reactants are: [Cl:1][C:2]1[CH:3]=[C:4]([CH2:9][C:10]([NH:12][C:13]2[S:14][CH:15]=[CH:16][N:17]=2)=[O:11])[CH:5]=[CH:6][C:7]=1[Cl:8].C[Si]([N-][Si](C)(C)C)(C)C.[Li+].[CH:28]1([C:33](Cl)=[O:34])[CH2:32][CH2:31][CH2:30][CH2:29]1. (2) The reactants are: Br[C:2]1[CH:3]=[C:4]([C:8]2[CH:13]=[CH:12][CH:11]=[CH:10][N:9]=2)[CH:5]=[CH:6][CH:7]=1.CC(C)([O-])C.[Na+].[NH2:20][C:21]1[CH:26]=[CH:25][CH:24]=[CH:23][CH:22]=1.ClCCl. Given the product [C:21]1([NH:20][C:2]2[CH:7]=[CH:6][CH:5]=[C:4]([C:8]3[CH:13]=[CH:12][CH:11]=[CH:10][N:9]=3)[CH:3]=2)[CH:26]=[CH:25][CH:24]=[CH:23][CH:22]=1, predict the reactants needed to synthesize it. (3) Given the product [Cl:32][C:29]1[CH:30]=[CH:31][C:26]([NH:1][CH2:2][C@@H:3]2[C@H:8]([CH3:9])[CH2:7][CH2:6][CH2:5][N:4]2[C:10]([C:12]2[CH:17]=[C:16]([CH3:18])[CH:15]=[CH:14][C:13]=2[N:19]2[CH:23]=[CH:22][C:21]([CH3:24])=[N:20]2)=[O:11])=[N:27][CH:28]=1, predict the reactants needed to synthesize it. The reactants are: [NH2:1][CH2:2][C@@H:3]1[C@H:8]([CH3:9])[CH2:7][CH2:6][CH2:5][N:4]1[C:10]([C:12]1[CH:17]=[C:16]([CH3:18])[CH:15]=[CH:14][C:13]=1[N:19]1[CH:23]=[CH:22][C:21]([CH3:24])=[N:20]1)=[O:11].Br[C:26]1[CH:31]=[CH:30][C:29]([Cl:32])=[CH:28][N:27]=1. (4) Given the product [CH:1]1([CH2:7][CH2:8][CH2:9][C@@H:10]([C:15]2[O:19][N:18]=[C:17]([C:20]([NH:32][CH2:31][C:30]3[CH:33]=[CH:34][C:27]([O:26][CH3:25])=[CH:28][CH:29]=3)=[O:22])[N:16]=2)[CH2:11][C:12]([NH:53][OH:52])=[O:14])[CH2:2][CH2:3][CH2:4][CH2:5][CH2:6]1, predict the reactants needed to synthesize it. The reactants are: [CH:1]1([CH2:7][CH2:8][CH2:9][C@@H:10]([C:15]2[O:19][N:18]=[C:17]([C:20]([O:22]CC)=O)[N:16]=2)[CH2:11][C:12]([OH:14])=O)[CH2:6][CH2:5][CH2:4][CH2:3][CH2:2]1.[CH3:25][O:26][C:27]1[CH:34]=[CH:33][C:30]([CH2:31][NH2:32])=[CH:29][CH:28]=1.CN1CCOCC1.ClC(OCC(C)C)=O.C[Si](C)(C)[O:52][NH2:53].FC(F)(F)C(O)=O.